From a dataset of Forward reaction prediction with 1.9M reactions from USPTO patents (1976-2016). Predict the product of the given reaction. Given the reactants CO[CH:3](OC)[N:4]([CH3:6])[CH3:5].[O:9]1[CH:13]=[CH:12][CH:11]=[C:10]1[C:14](=[O:22])[CH2:15][C:16]1[CH:21]=[CH:20][N:19]=[CH:18][CH:17]=1.[Cl-].[NH4+], predict the reaction product. The product is: [CH3:6][N:4]([CH3:5])[CH:3]=[C:15]([C:16]1[CH:21]=[CH:20][N:19]=[CH:18][CH:17]=1)[C:14]([C:10]1[O:9][CH:13]=[CH:12][CH:11]=1)=[O:22].